Dataset: Catalyst prediction with 721,799 reactions and 888 catalyst types from USPTO. Task: Predict which catalyst facilitates the given reaction. Reactant: [H-].[Na+].[O:3]=[C:4]1[N:9]([C:10]2[CH:15]=[CH:14][CH:13]=[C:12]([C:16]([F:19])([F:18])[F:17])[CH:11]=2)[C:8]2[CH2:20][CH2:21][C:22](=[O:23])[C:7]=2[C@@H:6]([C:24]2[CH:31]=[CH:30][C:27]([C:28]#[N:29])=[CH:26][C:25]=2[S:32]([CH3:35])(=[O:34])=[O:33])[NH:5]1.[CH3:36][S:37](Cl)(=[O:39])=[O:38].O. Product: [CH3:35][S:32]([C:25]1[CH:26]=[C:27]([CH:30]=[CH:31][C:24]=1[CH:6]1[N:5]([S:37]([CH3:36])(=[O:39])=[O:38])[C:4](=[O:3])[N:9]([C:10]2[CH:15]=[CH:14][CH:13]=[C:12]([C:16]([F:19])([F:17])[F:18])[CH:11]=2)[C:8]2[CH2:20][CH2:21][C:22](=[O:23])[C:7]1=2)[C:28]#[N:29])(=[O:33])=[O:34]. The catalyst class is: 7.